Task: Regression. Given a peptide amino acid sequence and an MHC pseudo amino acid sequence, predict their binding affinity value. This is MHC class II binding data.. Dataset: Peptide-MHC class II binding affinity with 134,281 pairs from IEDB (1) The peptide sequence is YANYRDIDLGRNEVV. The MHC is DRB1_1201 with pseudo-sequence DRB1_1201. The binding affinity (normalized) is 0.158. (2) The peptide sequence is CNANPGLMKDVAKVF. The MHC is HLA-DQA10102-DQB10602 with pseudo-sequence HLA-DQA10102-DQB10602. The binding affinity (normalized) is 0.331.